Dataset: Full USPTO retrosynthesis dataset with 1.9M reactions from patents (1976-2016). Task: Predict the reactants needed to synthesize the given product. The reactants are: [CH2:1]([O:3][P:4](/[CH:9]=[CH:10]/[C:11]1[CH:20]=[CH:19][C:18]2[C:13](=[C:14]([C:22]3[C:31]4[C:26](=[CH:27][CH:28]=[CH:29][CH:30]=4)[CH:25]=[CH:24][CH:23]=3)[CH:15]=[C:16]([NH2:21])[CH:17]=2)[N:12]=1)(=[O:8])[O:5][CH2:6][CH3:7])[CH3:2].N1C=CC=CC=1.Cl[C:39]([O:41][CH3:42])=[O:40]. Given the product [CH2:1]([O:3][P:4](/[CH:9]=[CH:10]/[C:11]1[CH:20]=[CH:19][C:18]2[C:13](=[C:14]([C:22]3[C:31]4[C:26](=[CH:27][CH:28]=[CH:29][CH:30]=4)[CH:25]=[CH:24][CH:23]=3)[CH:15]=[C:16]([NH:21][C:39]([O:41][CH3:42])=[O:40])[CH:17]=2)[N:12]=1)(=[O:8])[O:5][CH2:6][CH3:7])[CH3:2], predict the reactants needed to synthesize it.